This data is from Forward reaction prediction with 1.9M reactions from USPTO patents (1976-2016). The task is: Predict the product of the given reaction. (1) Given the reactants [S:1]1[CH:5]=[CH:4][CH:3]=[C:2]1[CH:6]=O.[CH3:8][O:9][CH2:10][CH2:11][NH2:12].[C:13]1(=[O:24])[O:19][C:17](=O)[C:16]2=[CH:20][CH:21]=[CH:22][CH:23]=[C:15]2[CH2:14]1.[O:25]1[CH2:30][CH2:29][O:28][C:27]2[CH:31]=[C:32]([NH2:35])[CH:33]=[CH:34][C:26]1=2, predict the reaction product. The product is: [O:25]1[CH2:30][CH2:29][O:28][C:27]2[CH:31]=[C:32]([NH:35][C:13]([CH:14]3[C:15]4[C:16](=[CH:20][CH:21]=[CH:22][CH:23]=4)[C:17](=[O:19])[N:12]([CH2:11][CH2:10][O:9][CH3:8])[CH:6]3[C:2]3[S:1][CH:5]=[CH:4][CH:3]=3)=[O:24])[CH:33]=[CH:34][C:26]1=2. (2) Given the reactants [F:1][C:2]1[C:11]([F:12])=[C:10]2[C:5]([C:6]3[CH:17]=[CH:16][C:15]([N+:18]([O-])=O)=[CH:14][C:7]=3[C:8](=[O:13])[O:9]2)=[CH:4][CH:3]=1, predict the reaction product. The product is: [NH2:18][C:15]1[CH:16]=[CH:17][C:6]2[C:5]3[C:10](=[C:11]([F:12])[C:2]([F:1])=[CH:3][CH:4]=3)[O:9][C:8](=[O:13])[C:7]=2[CH:14]=1. (3) Given the reactants [OH-].[Na+].[N:3]1[CH:8]=[CH:7][CH:6]=[N:5][C:4]=1[N:9]1[C:17]2[C:12](=[CH:13][CH:14]=[CH:15][CH:16]=2)[C:11]([C:18]([O:20]C)=[O:19])=[CH:10]1, predict the reaction product. The product is: [N:3]1[CH:8]=[CH:7][CH:6]=[N:5][C:4]=1[N:9]1[C:17]2[C:12](=[CH:13][CH:14]=[CH:15][CH:16]=2)[C:11]([C:18]([OH:20])=[O:19])=[CH:10]1. (4) Given the reactants [NH2:1][C:2]1[CH:11]=[CH:10][C:9]2[NH:8][C:7](=[O:12])[C:6]3[NH:13][CH:14]=[CH:15][C:5]=3[C:4]=2[CH:3]=1.Cl.[CH2:17]([C:19]([OH:21])=[O:20])[CH3:18].[Br:22][C:23]1[CH:28]=[CH:27][C:26]([S:29](Cl)(=[O:31])=[O:30])=[CH:25][CH:24]=1, predict the reaction product. The product is: [Br:22][C:23]1[CH:28]=[CH:27][C:26]([S:29]([NH:1][C:2]2[CH:11]=[CH:10][C:9]3[NH:8][C:7](=[O:12])[C:6]4[NH:13][CH:14]=[CH:15][C:5]=4[C:4]=3[CH:3]=2)(=[O:31])=[O:30])=[CH:25][CH:24]=1.[CH2:17]([C:19]([O-:21])=[O:20])[CH3:18]. (5) Given the reactants [CH3:1][C:2]1([CH3:17])[C:10]2[C:5](=[CH:6][C:7]([N:11]3[CH2:16][CH2:15][O:14][CH2:13][CH2:12]3)=[CH:8][CH:9]=2)[NH:4][CH2:3]1.Cl[C:19]1[C:28]2[C:23](=[CH:24][C:25]([F:29])=[CH:26][CH:27]=2)[N:22]=[C:21]([C:30]2[CH:35]=[CH:34][CH:33]=[CH:32][N:31]=2)[C:20]=1[CH3:36].[H-].[Na+], predict the reaction product. The product is: [CH3:1][C:2]1([CH3:17])[C:10]2[C:5](=[CH:6][C:7]([N:11]3[CH2:16][CH2:15][O:14][CH2:13][CH2:12]3)=[CH:8][CH:9]=2)[N:4]([C:19]2[C:28]3[C:23](=[CH:24][C:25]([F:29])=[CH:26][CH:27]=3)[N:22]=[C:21]([C:30]3[CH:35]=[CH:34][CH:33]=[CH:32][N:31]=3)[C:20]=2[CH3:36])[CH2:3]1. (6) Given the reactants Cl[C:2]1[N:3]=[C:4]([C:16]2[CH:21]=[C:20]([CH3:22])[CH:19]=[C:18]([CH3:23])[CH:17]=2)[C:5]([C:8]2[CH:13]=[C:12]([CH3:14])[CH:11]=[C:10]([CH3:15])[CH:9]=2)=[N:6][CH:7]=1.[C:24]1(B(O)O)[CH:29]=[CH:28][CH:27]=[CH:26][CH:25]=1.C(=O)([O-])[O-].[Na+].[Na+], predict the reaction product. The product is: [CH3:14][C:12]1[CH:13]=[C:8]([C:5]2[C:4]([C:16]3[CH:17]=[C:18]([CH3:23])[CH:19]=[C:20]([CH3:22])[CH:21]=3)=[N:3][C:2]([C:24]3[CH:29]=[CH:28][CH:27]=[CH:26][CH:25]=3)=[CH:7][N:6]=2)[CH:9]=[C:10]([CH3:15])[CH:11]=1. (7) Given the reactants [Cl:1][CH2:2][CH:3]1[O:7][C:6](=[O:8])[NH:5][CH2:4]1.I[CH3:10].[H-].[Na+], predict the reaction product. The product is: [Cl:1][CH2:2][CH:3]1[O:7][C:6](=[O:8])[N:5]([CH3:10])[CH2:4]1.